From a dataset of Orexin1 receptor HTS with 218,158 compounds and 233 confirmed actives. Binary Classification. Given a drug SMILES string, predict its activity (active/inactive) in a high-throughput screening assay against a specified biological target. (1) The compound is s1c2c(n(c(C(OC(C(=O)NC3CCCCC3)c3cccnc3)=O)c2)C)cc1. The result is 0 (inactive). (2) The compound is s1c(N(C(=O)c2ccncc2)C)nnc1C. The result is 0 (inactive). (3) The result is 0 (inactive). The molecule is O=C(Nc1c(=O)[nH]c(=O)[nH]c1)C(CCC)CCC.